This data is from Full USPTO retrosynthesis dataset with 1.9M reactions from patents (1976-2016). The task is: Predict the reactants needed to synthesize the given product. (1) Given the product [CH:9]1([NH:8][C:6]2[CH:5]=[N:4][CH:3]=[C:2]([N:17]3[C:16]([CH3:15])=[CH:20][C:19]([CH3:21])=[N:18]3)[N:7]=2)[CH2:14][CH2:13][CH2:12][CH2:11][CH2:10]1, predict the reactants needed to synthesize it. The reactants are: Cl[C:2]1[N:7]=[C:6]([NH:8][CH:9]2[CH2:14][CH2:13][CH2:12][CH2:11][CH2:10]2)[CH:5]=[N:4][CH:3]=1.[CH3:15][C:16]1[CH:20]=[C:19]([CH3:21])[NH:18][N:17]=1. (2) Given the product [NH:20]1[C:24]2=[CH:25][N:26]=[CH:27][CH:28]=[C:23]2[C:22]([CH:29]2[CH2:3][CH2:2][N:1]([C:7]3[CH:8]=[CH:9][C:10]4[N:11]([C:13]([C:16]([F:17])([F:18])[F:19])=[N:14][N:15]=4)[N:12]=3)[CH2:6][CH2:5]2)=[CH:21]1, predict the reactants needed to synthesize it. The reactants are: [N:1]1([C:7]2[CH:8]=[CH:9][C:10]3[N:11]([C:13]([C:16]([F:19])([F:18])[F:17])=[N:14][N:15]=3)[N:12]=2)[CH2:6][CH2:5]N[CH2:3][CH2:2]1.[NH:20]1[C:24]2=[CH:25][N:26]=[CH:27][CH:28]=[C:23]2[C:22]([CH:29]=O)=[CH:21]1. (3) Given the product [ClH:44].[CH2:3]([NH:7][C:8](=[NH:10])[NH:9][C:25](=[O:26])[CH2:24][CH2:23][C:21]1[CH:20]=[CH:19][C:18]([C:30]2[CH:31]=[CH:32][C:33]([CH2:36][N:37]3[CH2:38][CH2:39][N:40]([CH3:43])[CH2:41][CH2:42]3)=[CH:34][CH:35]=2)=[C:17]([O:16][CH2:15][CH2:14][CH2:13][O:12][CH3:11])[CH:22]=1)[CH2:4][CH2:5][CH3:6], predict the reactants needed to synthesize it. The reactants are: [Na].Cl.[CH2:3]([NH:7][C:8]([NH2:10])=[NH:9])[CH2:4][CH2:5][CH3:6].[CH3:11][O:12][CH2:13][CH2:14][CH2:15][O:16][C:17]1[CH:22]=[C:21]([CH2:23][CH2:24][C:25](OCC)=[O:26])[CH:20]=[CH:19][C:18]=1[C:30]1[CH:35]=[CH:34][C:33]([CH2:36][N:37]2[CH2:42][CH2:41][N:40]([CH3:43])[CH2:39][CH2:38]2)=[CH:32][CH:31]=1.[Cl:44]CCl.[Cl-].[Na+].O. (4) Given the product [CH3:1][O:2][C:3]([CH3:24])([CH3:23])[CH2:4][C:5]1[N:6]=[C:7]([C:10]2[O:14][C:13]([CH2:15][C:16]([CH3:22])([CH3:21])[C:17]([OH:19])=[O:18])=[N:12][N:11]=2)[S:8][C:9]=1[C:26]1[C:35]2[C:30](=[CH:31][CH:32]=[CH:33][CH:34]=2)[C:29]([S:36](=[O:37])(=[O:38])[NH:39][C@@H:40]([CH3:45])[C:41]([F:43])([F:42])[F:44])=[CH:28][CH:27]=1, predict the reactants needed to synthesize it. The reactants are: [CH3:1][O:2][C:3]([CH3:24])([CH3:23])[CH2:4][C:5]1[N:6]=[C:7]([C:10]2[O:14][C:13]([CH2:15][C:16]([CH3:22])([CH3:21])[C:17]([O:19]C)=[O:18])=[N:12][N:11]=2)[S:8][CH:9]=1.Br[C:26]1[C:35]2[C:30](=[CH:31][CH:32]=[CH:33][CH:34]=2)[C:29]([S:36]([NH:39][C@@H:40]([CH3:45])[C:41]([F:44])([F:43])[F:42])(=[O:38])=[O:37])=[CH:28][CH:27]=1.